Dataset: Peptide-MHC class II binding affinity with 134,281 pairs from IEDB. Task: Regression. Given a peptide amino acid sequence and an MHC pseudo amino acid sequence, predict their binding affinity value. This is MHC class II binding data. (1) The MHC is H-2-IAb with pseudo-sequence H-2-IAb. The peptide sequence is FFIVVATAAVCLLFI. The binding affinity (normalized) is 0.232. (2) The peptide sequence is EAYRMRFAAVITRVI. The MHC is DRB1_1101 with pseudo-sequence DRB1_1101. The binding affinity (normalized) is 0.433.